From a dataset of Reaction yield outcomes from USPTO patents with 853,638 reactions. Predict the reaction yield, written as a fraction of the theoretical maximum amount of product (1.0 means a 100% yield; for example, 0.34 means a 34% yield). The reactants are [CH3:1][C:2]1[CH:11]=[CH:10][C:9]2[CH2:8][CH2:7][CH2:6][N:5]([C:12]([O:14][C:15]([CH3:18])([CH3:17])[CH3:16])=[O:13])[C:4]=2[N:3]=1.[CH2:19]([O:21][C:22](=O)[O:23]CC)[CH3:20].[Li+].CC([N-]C(C)C)C. The catalyst is C1COCC1. The product is [C:15]([O:14][C:12]([N:5]1[C:4]2[N:3]=[C:2]([CH2:1][C:22]([O:21][CH2:19][CH3:20])=[O:23])[CH:11]=[CH:10][C:9]=2[CH2:8][CH2:7][CH2:6]1)=[O:13])([CH3:18])([CH3:17])[CH3:16]. The yield is 0.830.